Predict the product of the given reaction. From a dataset of Forward reaction prediction with 1.9M reactions from USPTO patents (1976-2016). (1) Given the reactants [CH:1]1[CH:6]=[C:5]([C:7]#[N:8])[C:4]([C:9]#[N:10])=[CH:3][CH:2]=1.[Ti:11](Cl)(Cl)([Cl:13])[Cl:12], predict the reaction product. The product is: [Cl:12][Ti:11][Cl:13].[CH:1]1[CH:2]=[CH:3][C:4]2[C:5](=[C:7]3[N:8]=[C:7]4[N:10]=[C:9]([C:4]5[CH:3]=[CH:2][CH:1]=[CH:6][C:5]=54)[N:10]=[C:9]4[NH:8][C:7]([C:5]5[CH:6]=[CH:1][CH:2]=[CH:3][C:4]=54)=[N:10][C:9]4=[N:8][C:7]([C:5]5[CH:6]=[CH:1][CH:2]=[CH:3][C:4]=54)=[N:10][C:9]=2[NH:8]3)[CH:6]=1. (2) Given the reactants [CH3:1][C:2]([O:5][CH2:6][C@@H:7]([C:37]([O:39]C)=[O:38])[NH:8][C:9]([C:11]1[S:12][C:13]([C:29]2[CH:34]=[CH:33][C:32]([O:35][CH3:36])=[CH:31][CH:30]=2)=[CH:14][C:15]=1[NH:16][C:17]([NH:19][C:20]1[C:25]([CH3:26])=[CH:24][C:23]([CH3:27])=[CH:22][C:21]=1[CH3:28])=[O:18])=[O:10])([CH3:4])[CH3:3].[OH-].[Li+], predict the reaction product. The product is: [CH3:4][C:2]([O:5][CH2:6][C@@H:7]([C:37]([OH:39])=[O:38])[NH:8][C:9]([C:11]1[S:12][C:13]([C:29]2[CH:30]=[CH:31][C:32]([O:35][CH3:36])=[CH:33][CH:34]=2)=[CH:14][C:15]=1[NH:16][C:17]([NH:19][C:20]1[C:25]([CH3:26])=[CH:24][C:23]([CH3:27])=[CH:22][C:21]=1[CH3:28])=[O:18])=[O:10])([CH3:1])[CH3:3]. (3) Given the reactants [Cl:1][CH2:2][CH2:3][CH2:4][O:5][C:6]1[CH:14]=[CH:13][C:9]([C:10](O)=[O:11])=[C:8]([F:15])[CH:7]=1.S(Cl)([Cl:18])=O, predict the reaction product. The product is: [Cl:1][CH2:2][CH2:3][CH2:4][O:5][C:6]1[CH:14]=[CH:13][C:9]([C:10]([Cl:18])=[O:11])=[C:8]([F:15])[CH:7]=1.